From a dataset of Full USPTO retrosynthesis dataset with 1.9M reactions from patents (1976-2016). Predict the reactants needed to synthesize the given product. (1) Given the product [Cl:22][C:17]1[CH:18]=[CH:19][CH:20]=[CH:21][C:16]=1[CH:2]1[S:29][C:25]2=[N:26][N:27]=[CH:28][N:24]2[N:23]=[C:3]1[C:5]1[CH:6]=[CH:7][C:8]2[O:13][CH2:12][C:11](=[O:14])[NH:10][C:9]=2[CH:15]=1, predict the reactants needed to synthesize it. The reactants are: Br[CH:2]([C:16]1[CH:21]=[CH:20][CH:19]=[CH:18][C:17]=1[Cl:22])[C:3]([C:5]1[CH:6]=[CH:7][C:8]2[O:13][CH2:12][C:11](=[O:14])[NH:10][C:9]=2[CH:15]=1)=O.[NH2:23][N:24]1[CH:28]=[N:27][N:26]=[C:25]1[SH:29].C(O)C. (2) Given the product [O:12]=[C:4]1[C:3](=[CH:2][NH:13][C:14]2[CH:19]=[CH:18][C:17]([NH:20][S:21]([NH2:24])(=[O:23])=[O:22])=[CH:16][CH:15]=2)[C:11]2[C:6](=[CH:7][CH:8]=[CH:9][CH:10]=2)[NH:5]1, predict the reactants needed to synthesize it. The reactants are: O[CH:2]=[C:3]1[C:11]2[C:6](=[CH:7][CH:8]=[CH:9][CH:10]=2)[NH:5][C:4]1=[O:12].[NH2:13][C:14]1[CH:19]=[CH:18][C:17]([NH:20][S:21]([NH2:24])(=[O:23])=[O:22])=[CH:16][CH:15]=1. (3) Given the product [Cl:22][C:21]1[C:16]([CH:14]2[CH2:13][N:12]([C:10]([C:2]3[N:3]([CH2:27][C:26]([F:30])([F:29])[F:25])[C:4]4[CH:9]=[CH:8][CH:7]=[CH:6][C:5]=4[N:1]=3)=[O:11])[CH2:15]2)=[N:17][CH:18]=[CH:19][N:20]=1, predict the reactants needed to synthesize it. The reactants are: [NH:1]1[C:5]2[CH:6]=[CH:7][CH:8]=[CH:9][C:4]=2[N:3]=[C:2]1[C:10]([N:12]1[CH2:15][CH:14]([C:16]2[C:21]([Cl:22])=[N:20][CH:19]=[CH:18][N:17]=2)[CH2:13]1)=[O:11].[H-].[Na+].[F:25][C:26]([F:30])([F:29])[CH2:27]I. (4) The reactants are: C[Si]([N-][Si](C)(C)C)(C)C.[K+].[C:11]1([CH3:29])[CH:16]=[C:15]([CH3:17])[CH:14]=[C:13]([CH3:18])[C:12]=1[PH:19][C:20]1[C:25]([CH3:26])=[CH:24][C:23]([CH3:27])=[CH:22][C:21]=1[CH3:28].[CH2:30]([O:32]C(OCC)CBr)[CH3:31].[PH2-].[K+].[K+].[K+]. Given the product [C:11]1([CH3:29])[CH:16]=[C:15]([CH3:17])[CH:14]=[C:13]([CH3:18])[C:12]=1[P:19]([CH2:31][CH:30]=[O:32])[C:20]1[C:21]([CH3:28])=[CH:22][C:23]([CH3:27])=[CH:24][C:25]=1[CH3:26], predict the reactants needed to synthesize it. (5) Given the product [CH3:18][O:17][C:16]1[CH:15]=[CH:14][CH:13]=[C:12]([O:19][CH3:20])[C:11]=1[CH:2]1[N:1]([CH2:29][C:28]2[CH:27]=[CH:26][C:25]([O:24][CH2:23][CH2:22][F:21])=[CH:32][CH:31]=2)[C:5](=[O:7])[CH:4]([CH3:10])[CH2:3]1, predict the reactants needed to synthesize it. The reactants are: [NH2:1][CH:2]([C:11]1[C:16]([O:17][CH3:18])=[CH:15][CH:14]=[CH:13][C:12]=1[O:19][CH3:20])[CH2:3][CH:4]([CH3:10])[C:5]([O:7]CC)=O.[F:21][CH2:22][CH2:23][O:24][C:25]1[CH:32]=[CH:31][C:28]([CH:29]=O)=[CH:27][CH:26]=1. (6) Given the product [C:21]([Cl:30])(=[O:22])[C:20]1[CH:24]=[CH:25][CH:26]=[N:27][CH:19]=1, predict the reactants needed to synthesize it. The reactants are: FC1C=CC(/C=C/C2C=CC(S([C:19]3[N:27]=[CH:26][CH:25]=[CH:24][C:20]=3[C:21](O)=[O:22])(=O)=O)=CC=2)=CC=1.S(Cl)([Cl:30])=O. (7) Given the product [C:18]([C:15]1([NH:14][C:12]([C:9]2[N:8]=[C:7]3[C:2]([C:25]4[CH:26]=[CH:27][C:22]([C:21]([F:32])([F:31])[F:20])=[CH:23][CH:24]=4)=[CH:3][N:4]=[CH:5][C:6]3=[N:11][CH:10]=2)=[O:13])[CH2:17][CH2:16]1)#[N:19], predict the reactants needed to synthesize it. The reactants are: Br[C:2]1[C:7]2=[N:8][C:9]([C:12]([NH:14][C:15]3([C:18]#[N:19])[CH2:17][CH2:16]3)=[O:13])=[CH:10][N:11]=[C:6]2[CH:5]=[N:4][CH:3]=1.[F:20][C:21]([F:32])([F:31])[C:22]1[CH:27]=[CH:26][C:25](B(O)O)=[CH:24][CH:23]=1.C(=O)([O-])[O-].[Cs+].[Cs+].O1CCOCC1. (8) Given the product [CH3:27][CH2:26][CH2:28][CH:29]([CH3:34])[CH3:30].[Cl:1][C:2]1[C:7]([S:8]([N:11]([O:13][CH3:14])[CH3:12])(=[O:10])=[O:9])=[C:6]([OH:15])[C:5]([NH:16][C:17]2[C:18](=[O:23])[C:19](=[O:22])[C:20]=2[NH:35][C@@H:28]([C:29]2[CH:34]=[CH:33][CH:32]=[CH:31][CH:30]=2)[CH2:26][CH3:27])=[CH:4][CH:3]=1, predict the reactants needed to synthesize it. The reactants are: [Cl:1][C:2]1[C:7]([S:8]([N:11]([O:13][CH3:14])[CH3:12])(=[O:10])=[O:9])=[C:6]([OH:15])[C:5]([NH:16][C:17]2[C:20](=O)[C:19](=[O:22])[C:18]=2[O:23]CC)=[CH:4][CH:3]=1.[CH2:26]([C@@H:28]([NH2:35])[C:29]1[CH:34]=[CH:33][CH:32]=[CH:31][CH:30]=1)[CH3:27].C(N(CC)CC)C. (9) Given the product [F:1][C:2]1[CH:7]=[CH:6][C:5]([S:8]([F:12])(=[O:10])=[O:9])=[CH:4][CH:3]=1, predict the reactants needed to synthesize it. The reactants are: [F:1][C:2]1[CH:7]=[CH:6][C:5]([S:8](Cl)(=[O:10])=[O:9])=[CH:4][CH:3]=1.[F-:12].[K+].C(=O)(O)[O-].[Na+]. (10) Given the product [Cl:1][C:2]1[CH:7]=[CH:6][CH:5]=[CH:4][C:3]=1[C:8]1[CH:17]=[C:16]([NH:18][C:19](=[O:23])[CH:20]([CH3:21])[CH3:22])[CH:15]=[C:14]2[C:9]=1[CH2:10][CH2:11][NH:12][CH2:13]2, predict the reactants needed to synthesize it. The reactants are: [Cl:1][C:2]1[CH:7]=[CH:6][CH:5]=[CH:4][C:3]=1[C:8]1[CH:17]=[C:16]([NH:18][C:19](=[O:23])[CH:20]([CH3:22])[CH3:21])[CH:15]=[C:14]2[C:9]=1[CH2:10][CH2:11][N:12](C(=O)C(F)(F)F)[CH2:13]2.C(=O)([O-])[O-].[K+].[K+].